This data is from Reaction yield outcomes from USPTO patents with 853,638 reactions. The task is: Predict the reaction yield, written as a fraction of the theoretical maximum amount of product (1.0 means a 100% yield; for example, 0.34 means a 34% yield). The reactants are ClC1C=CC(CN2C(=O)C3C(=CC=CC=3)C(C3C4C(=CC=C(F)C=4)N(CC(O)=O)C=3C)=N2)=CC=1F.[F:36][C:37]1[CH:38]=[C:39]2[C:43](=[CH:44][CH:45]=1)[N:42]([CH2:46][C:47]([O:49][C:50]([CH3:53])([CH3:52])[CH3:51])=[O:48])[C:41]([CH3:54])=[C:40]2[C:55]1[C:64]2[C:59](=[CH:60][CH:61]=[CH:62][CH:63]=2)[C:58](=[O:65])[NH:57][N:56]=1.[F:66][C:67]1[CH:68]=[N:69][CH:70]=[CH:71][C:72]=1[CH2:73]O.C1(P(C2C=CC=CC=2)C2C=CC=CC=2)C=CC=CC=1.CC(OC(/N=N/C(OC(C)C)=O)=O)C. No catalyst specified. The product is [F:36][C:37]1[CH:38]=[C:39]2[C:43](=[CH:44][CH:45]=1)[N:42]([CH2:46][C:47]([O:49][C:50]([CH3:53])([CH3:52])[CH3:51])=[O:48])[C:41]([CH3:54])=[C:40]2[C:55]1[C:64]2[C:59](=[CH:60][CH:61]=[CH:62][CH:63]=2)[C:58](=[O:65])[N:57]([CH2:73][C:72]2[CH:71]=[CH:70][N:69]=[CH:68][C:67]=2[F:66])[N:56]=1. The yield is 0.454.